From a dataset of NCI-60 drug combinations with 297,098 pairs across 59 cell lines. Regression. Given two drug SMILES strings and cell line genomic features, predict the synergy score measuring deviation from expected non-interaction effect. (1) Drug 1: COC1=CC(=CC(=C1O)OC)C2C3C(COC3=O)C(C4=CC5=C(C=C24)OCO5)OC6C(C(C7C(O6)COC(O7)C8=CC=CS8)O)O. Drug 2: CC=C1C(=O)NC(C(=O)OC2CC(=O)NC(C(=O)NC(CSSCCC=C2)C(=O)N1)C(C)C)C(C)C. Cell line: NCI-H322M. Synergy scores: CSS=50.3, Synergy_ZIP=6.27, Synergy_Bliss=8.77, Synergy_Loewe=-15.4, Synergy_HSA=9.48. (2) Drug 1: C1=NNC2=C1C(=O)NC=N2. Drug 2: CC(C)NC(=O)C1=CC=C(C=C1)CNNC.Cl. Cell line: IGROV1. Synergy scores: CSS=-0.649, Synergy_ZIP=1.44, Synergy_Bliss=0.345, Synergy_Loewe=0.597, Synergy_HSA=-2.44. (3) Drug 1: C1=CN(C=N1)CC(O)(P(=O)(O)O)P(=O)(O)O. Cell line: SK-MEL-2. Synergy scores: CSS=-7.44, Synergy_ZIP=4.50, Synergy_Bliss=7.32, Synergy_Loewe=-4.27, Synergy_HSA=-2.72. Drug 2: C1=NC2=C(N1)C(=S)N=CN2. (4) Drug 1: CCC1=C2CN3C(=CC4=C(C3=O)COC(=O)C4(CC)O)C2=NC5=C1C=C(C=C5)O. Drug 2: C(CC(=O)O)C(=O)CN.Cl. Cell line: HL-60(TB). Synergy scores: CSS=47.2, Synergy_ZIP=-1.54, Synergy_Bliss=-3.54, Synergy_Loewe=-60.5, Synergy_HSA=-3.10. (5) Drug 1: C1=CN(C=N1)CC(O)(P(=O)(O)O)P(=O)(O)O. Drug 2: CC(C)(C#N)C1=CC(=CC(=C1)CN2C=NC=N2)C(C)(C)C#N. Cell line: RPMI-8226. Synergy scores: CSS=5.80, Synergy_ZIP=-2.68, Synergy_Bliss=-1.79, Synergy_Loewe=-2.27, Synergy_HSA=0.0434. (6) Cell line: ACHN. Drug 2: C1C(C(OC1N2C=NC3=C2NC=NCC3O)CO)O. Synergy scores: CSS=43.3, Synergy_ZIP=-2.22, Synergy_Bliss=-2.85, Synergy_Loewe=-17.6, Synergy_HSA=-0.822. Drug 1: COC1=C(C=C2C(=C1)N=CN=C2NC3=CC(=C(C=C3)F)Cl)OCCCN4CCOCC4. (7) Drug 1: CC1C(C(=O)NC(C(=O)N2CCCC2C(=O)N(CC(=O)N(C(C(=O)O1)C(C)C)C)C)C(C)C)NC(=O)C3=C4C(=C(C=C3)C)OC5=C(C(=O)C(=C(C5=N4)C(=O)NC6C(OC(=O)C(N(C(=O)CN(C(=O)C7CCCN7C(=O)C(NC6=O)C(C)C)C)C)C(C)C)C)N)C. Drug 2: C(CN)CNCCSP(=O)(O)O. Cell line: NCI/ADR-RES. Synergy scores: CSS=4.22, Synergy_ZIP=-0.754, Synergy_Bliss=0.0743, Synergy_Loewe=0.474, Synergy_HSA=0.138. (8) Drug 1: C(CN)CNCCSP(=O)(O)O. Drug 2: CC1CCCC2(C(O2)CC(NC(=O)CC(C(C(=O)C(C1O)C)(C)C)O)C(=CC3=CSC(=N3)C)C)C. Cell line: UACC62. Synergy scores: CSS=36.6, Synergy_ZIP=3.38, Synergy_Bliss=1.26, Synergy_Loewe=-32.6, Synergy_HSA=-1.29. (9) Synergy scores: CSS=-4.52, Synergy_ZIP=6.37, Synergy_Bliss=7.47, Synergy_Loewe=-3.26, Synergy_HSA=-3.26. Drug 1: CN(C)C1=NC(=NC(=N1)N(C)C)N(C)C. Cell line: HT29. Drug 2: COC1=NC(=NC2=C1N=CN2C3C(C(C(O3)CO)O)O)N. (10) Drug 1: CC1OCC2C(O1)C(C(C(O2)OC3C4COC(=O)C4C(C5=CC6=C(C=C35)OCO6)C7=CC(=C(C(=C7)OC)O)OC)O)O. Drug 2: COC1=NC(=NC2=C1N=CN2C3C(C(C(O3)CO)O)O)N. Cell line: OVCAR-4. Synergy scores: CSS=4.18, Synergy_ZIP=10.1, Synergy_Bliss=2.17, Synergy_Loewe=-1.34, Synergy_HSA=-0.336.